This data is from NCI-60 drug combinations with 297,098 pairs across 59 cell lines. The task is: Regression. Given two drug SMILES strings and cell line genomic features, predict the synergy score measuring deviation from expected non-interaction effect. Drug 1: COC1=NC(=NC2=C1N=CN2C3C(C(C(O3)CO)O)O)N. Drug 2: CC1=C(C(=O)C2=C(C1=O)N3CC4C(C3(C2COC(=O)N)OC)N4)N. Cell line: K-562. Synergy scores: CSS=35.2, Synergy_ZIP=4.62, Synergy_Bliss=4.32, Synergy_Loewe=-20.9, Synergy_HSA=6.80.